The task is: Predict the reactants needed to synthesize the given product.. This data is from Full USPTO retrosynthesis dataset with 1.9M reactions from patents (1976-2016). (1) Given the product [Br:1][C:2]1[CH:3]=[N:4][CH:5]=[C:6]2[C:11]=1[N:10]=[C:9]([C:12]([N:29]1[CH2:28][CH2:27][CH2:26][CH2:24]1)=[O:14])[CH:8]=[CH:7]2, predict the reactants needed to synthesize it. The reactants are: [Br:1][C:2]1[CH:3]=[N:4][CH:5]=[C:6]2[C:11]=1[N:10]=[C:9]([C:12]([OH:14])=O)[CH:8]=[CH:7]2.CN(C(ON1N=NC2[CH:26]=[CH:27][CH:28]=[N:29][C:24]1=2)=[N+](C)C)C.F[P-](F)(F)(F)(F)F.CCN(C(C)C)C(C)C.N1CCCC1. (2) Given the product [CH2:28]([CH:30]([CH2:34][CH3:35])[C:31]([N:16]1[CH2:15][CH2:14][N:13]2[CH2:18][C@@H:10]([NH:9][C:6]3[CH:5]=[CH:4][C:3]([C:2]([F:1])([F:19])[F:20])=[CH:8][N:7]=3)[CH2:11][C@H:12]2[CH2:17]1)=[O:32])[CH3:29], predict the reactants needed to synthesize it. The reactants are: [F:1][C:2]([F:20])([F:19])[C:3]1[CH:4]=[CH:5][C:6]([NH:9][C@@H:10]2[CH2:18][N:13]3[CH2:14][CH2:15][NH:16][CH2:17][C@@H:12]3[CH2:11]2)=[N:7][CH:8]=1.C(N(CC)CC)C.[CH2:28]([CH:30]([CH2:34][CH3:35])[C:31](Cl)=[O:32])[CH3:29]. (3) The reactants are: [CH3:1][O:2][C:3]1[CH:8]=[CH:7][C:6]([C:9]2[C:17]3[C:16]([O:18][C:19]4[CH:20]=[C:21]([CH:23]=[CH:24][CH:25]=4)[NH2:22])=[N:15][CH:14]=[N:13][C:12]=3[O:11][C:10]=2[C:26]2[CH:31]=[CH:30][CH:29]=[CH:28][CH:27]=2)=[CH:5][CH:4]=1.[CH3:32][O:33][C:34](=[O:37])[CH2:35]Br.C(=O)([O-])[O-].[Cs+].[Cs+]. Given the product [CH3:32][O:33][C:34](=[O:37])[CH2:35][NH:22][C:21]1[CH:23]=[CH:24][CH:25]=[C:19]([O:18][C:16]2[C:17]3[C:9]([C:6]4[CH:5]=[CH:4][C:3]([O:2][CH3:1])=[CH:8][CH:7]=4)=[C:10]([C:26]4[CH:31]=[CH:30][CH:29]=[CH:28][CH:27]=4)[O:11][C:12]=3[N:13]=[CH:14][N:15]=2)[CH:20]=1, predict the reactants needed to synthesize it. (4) Given the product [OH:8][N:9]1[C:15](=[O:16])[N:14]2[CH2:17][C@H:10]1[CH2:11][CH2:12][C@@H:13]2[C:18]([NH:20][NH:21][S:22]([CH3:25])(=[O:24])=[O:23])=[O:19], predict the reactants needed to synthesize it. The reactants are: C([O:8][N:9]1[C:15](=[O:16])[N:14]2[CH2:17][C@H:10]1[CH2:11][CH2:12][C@@H:13]2[C:18]([NH:20][NH:21][S:22]([CH3:25])(=[O:24])=[O:23])=[O:19])C1C=CC=CC=1.[H][H]. (5) Given the product [CH2:24]([O:26][C:27](=[O:35])[CH2:28][C:29]1[N:30]=[C:31]([NH:34][C:9](=[O:11])[CH:8]([C:4]2[CH:5]=[CH:6][CH:7]=[C:2]([Cl:1])[CH:3]=2)[CH2:12][CH:13]2[CH2:17][CH2:16][CH2:15][CH2:14]2)[S:32][CH:33]=1)[CH3:25], predict the reactants needed to synthesize it. The reactants are: [Cl:1][C:2]1[CH:3]=[C:4]([CH:8]([CH2:12][CH:13]2[CH2:17][CH2:16][CH2:15][CH2:14]2)[C:9]([OH:11])=O)[CH:5]=[CH:6][CH:7]=1.C(Cl)(=O)C(Cl)=O.[CH2:24]([O:26][C:27](=[O:35])[CH2:28][C:29]1[N:30]=[C:31]([NH2:34])[S:32][CH:33]=1)[CH3:25].C(N(CC)C(C)C)(C)C. (6) Given the product [C:1]1([C:21]2[CH:22]=[CH:23][CH:24]=[CH:25][CH:26]=2)[CH:6]=[CH:5][C:4]([CH2:7][C@H:8]2[N:12]([CH2:13][N:27]3[CH2:31][CH2:30][CH2:29][CH2:28]3)[C:11](=[O:19])[C@H:10]([CH3:20])[CH2:9]2)=[CH:3][CH:2]=1, predict the reactants needed to synthesize it. The reactants are: [C:1]1([C:21]2[CH:26]=[CH:25][CH:24]=[CH:23][CH:22]=2)[CH:6]=[CH:5][C:4]([CH2:7][C@H:8]2[N:12]([C:13](=O)C(C)(C)C)[C:11](=[O:19])[C@H:10]([CH3:20])[CH2:9]2)=[CH:3][CH:2]=1.[NH:27]1[CH2:31][CH2:30][CH2:29][CH2:28]1.C=O. (7) Given the product [CH3:19][CH:18]([CH3:20])[CH2:17][N:16]([CH2:21][C:22]1[S:26][C:25]([Cl:27])=[N:24][C:23]=1[Cl:28])[CH:13]1[CH2:14][CH2:15][NH:10][CH2:11][CH2:12]1, predict the reactants needed to synthesize it. The reactants are: O.Cl.C(OC([N:10]1[CH2:15][CH2:14][CH:13]([N:16]([CH2:21][C:22]2[S:26][C:25]([Cl:27])=[N:24][C:23]=2[Cl:28])[CH2:17][CH:18]([CH3:20])[CH3:19])[CH2:12][CH2:11]1)=O)(C)(C)C. (8) Given the product [Br:43][CH2:14][CH2:13][C:12]1[C:11]2[C:6](=[CH:7][CH:8]=[C:9]([C:16]([F:19])([F:18])[F:17])[CH:10]=2)[NH:5][C:4]=1[Si:3]([CH2:22][CH3:23])([CH2:20][CH3:21])[CH2:1][CH3:2], predict the reactants needed to synthesize it. The reactants are: [CH2:1]([Si:3]([CH2:22][CH3:23])([CH2:20][CH3:21])[C:4]1[NH:5][C:6]2[C:11]([C:12]=1[CH2:13][CH2:14]O)=[CH:10][C:9]([C:16]([F:19])([F:18])[F:17])=[CH:8][CH:7]=2)[CH3:2].C1(P(C2C=CC=CC=2)C2C=CC=CC=2)C=CC=CC=1.[Br:43]C(Br)(Br)Br. (9) The reactants are: [F:1][C:2]1[C:3]([N+:16]([O-])=O)=[C:4]2[C:9](=[CH:10][CH:11]=1)[CH:8]=[N:7][C:6]([CH2:12][CH:13]([CH3:15])[CH3:14])=[CH:5]2.O. Given the product [F:1][C:2]1[CH:11]=[CH:10][C:9]2[CH:8]=[N:7][C:6]([CH2:12][CH:13]([CH3:14])[CH3:15])=[CH:5][C:4]=2[C:3]=1[NH2:16], predict the reactants needed to synthesize it.